Predict the reactants needed to synthesize the given product. From a dataset of Full USPTO retrosynthesis dataset with 1.9M reactions from patents (1976-2016). Given the product [Cl:35][C:27]1[CH:26]=[C:25]([C@@H:18]([CH2:19][CH:20]2[CH2:21][CH2:22][CH2:23][CH2:24]2)[C:17]([NH:16][C:13]2[CH:14]=[CH:15][N:11]([CH2:10][C:7]3[CH:6]=[CH:5][C:4]([C:3]([OH:37])=[O:2])=[CH:9][CH:8]=3)[N:12]=2)=[O:36])[CH:30]=[CH:29][C:28]=1[S:31]([CH3:34])(=[O:32])=[O:33], predict the reactants needed to synthesize it. The reactants are: C[O:2][C:3](=[O:37])[C:4]1[CH:9]=[CH:8][C:7]([CH2:10][N:11]2[CH:15]=[CH:14][C:13]([NH:16][C:17](=[O:36])[C@@H:18]([C:25]3[CH:30]=[CH:29][C:28]([S:31]([CH3:34])(=[O:33])=[O:32])=[C:27]([Cl:35])[CH:26]=3)[CH2:19][CH:20]3[CH2:24][CH2:23][CH2:22][CH2:21]3)=[N:12]2)=[CH:6][CH:5]=1.Cl.